Dataset: Reaction yield outcomes from USPTO patents with 853,638 reactions. Task: Predict the reaction yield, written as a fraction of the theoretical maximum amount of product (1.0 means a 100% yield; for example, 0.34 means a 34% yield). (1) The reactants are Cl[C:2]1([NH2:24])[N:7]=[C:6]2[C:8]([NH:14][CH2:15][CH:16]3[CH2:18][CH2:17]3)=[N:9][C:10](Cl)([NH2:12])[N:11]=[C:5]2[C:4]([NH:19][CH2:20][CH:21]2[CH2:23][CH2:22]2)=[N:3]1.[CH2:25](N)[CH3:26].O1CCO[CH2:30][CH2:29]1. No catalyst specified. The product is [CH2:29]([NH:24][C:2]1[N:3]=[C:4]([NH:19][CH2:20][CH:21]2[CH2:23][CH2:22]2)[C:5]2[N:11]=[C:10]([NH:12][CH2:25][CH3:26])[N:9]=[C:8]([NH:14][CH2:15][CH:16]3[CH2:18][CH2:17]3)[C:6]=2[N:7]=1)[CH3:30]. The yield is 0.820. (2) The reactants are Cl[CH:2]([C:31]1[C:32]([CH3:37])=[N:33][O:34][C:35]=1[CH3:36])[C:3]1[O:4][C:5]2[CH:11]=[CH:10][C:9]([CH2:12][C:13]([NH:15][CH:16]([C:23]3[CH:28]=[CH:27][C:26]([CH3:29])=[CH:25][C:24]=3[CH3:30])[C:17]3[CH:22]=[CH:21][CH:20]=[CH:19][CH:18]=3)=[O:14])=[CH:8][C:6]=2[CH:7]=1.[OH:38][CH2:39][CH2:40][N:41]1[C:49](=[O:50])[C:48]2[C:43](=[CH:44][CH:45]=[CH:46][CH:47]=2)[C:42]1=[O:51]. The catalyst is C(Cl)Cl. The product is [CH3:37][C:32]1[C:31]([CH:2]([O:38][CH2:39][CH2:40][N:41]2[C:42](=[O:51])[C:43]3[C:48](=[CH:47][CH:46]=[CH:45][CH:44]=3)[C:49]2=[O:50])[C:3]2[O:4][C:5]3[CH:11]=[CH:10][C:9]([CH2:12][C:13]([NH:15][CH:16]([C:23]4[CH:28]=[CH:27][C:26]([CH3:29])=[CH:25][C:24]=4[CH3:30])[C:17]4[CH:22]=[CH:21][CH:20]=[CH:19][CH:18]=4)=[O:14])=[CH:8][C:6]=3[CH:7]=2)=[C:35]([CH3:36])[O:34][N:33]=1. The yield is 0.590. (3) The reactants are CCN(C(C)C)C(C)C.Cl.Cl.[CH3:12][C@H:13]1[C:21]2[C:20]([N:22]3[CH2:27][CH2:26][NH:25][CH2:24][CH2:23]3)=[N:19][CH:18]=[N:17][C:16]=2[C:15]([CH3:29])([OH:28])[CH2:14]1.[C:30]([O:34][C:35]([N:37]([CH:50]([CH3:52])[CH3:51])[CH2:38][CH:39]([C:43]1[CH:48]=[CH:47][C:46]([Cl:49])=[CH:45][CH:44]=1)[C:40](O)=[O:41])=[O:36])([CH3:33])([CH3:32])[CH3:31].F[P-](F)(F)(F)(F)F.N1(OC(N(C)C)=[N+](C)C)C2C=CC=CC=2N=N1. The catalyst is C(Cl)Cl. The product is [Cl:49][C:46]1[CH:47]=[CH:48][C:43]([CH:39]([C:40]([N:25]2[CH2:24][CH2:23][N:22]([C:20]3[C:21]4[C@H:13]([CH3:12])[CH2:14][C:15]([OH:28])([CH3:29])[C:16]=4[N:17]=[CH:18][N:19]=3)[CH2:27][CH2:26]2)=[O:41])[CH2:38][N:37]([CH:50]([CH3:51])[CH3:52])[C:35](=[O:36])[O:34][C:30]([CH3:32])([CH3:31])[CH3:33])=[CH:44][CH:45]=1. The yield is 1.00. (4) The reactants are [F-].[Cs+].[F:3][C:4]([F:41])([F:40])[C:5]1[CH:6]=[C:7]([CH:33]=[C:34]([C:36]([F:39])([F:38])[F:37])[CH:35]=1)[CH2:8][N:9]([C@H:16]1[CH2:22][CH2:21][CH2:20][NH:19][C:18]2[C:23](Br)=[C:24]([C:28]([F:31])([F:30])[F:29])[C:25]([CH3:27])=[CH:26][C:17]1=2)[C:10]1[N:11]=[N:12][N:13]([CH3:15])[N:14]=1.[CH3:42]B(O)O.ClCCl. The catalyst is O1CCOCC1. The product is [F:3][C:4]([F:41])([F:40])[C:5]1[CH:6]=[C:7]([CH:33]=[C:34]([C:36]([F:39])([F:38])[F:37])[CH:35]=1)[CH2:8][N:9]([C@H:16]1[CH2:22][CH2:21][CH2:20][NH:19][C:18]2[C:23]([CH3:42])=[C:24]([C:28]([F:31])([F:30])[F:29])[C:25]([CH3:27])=[CH:26][C:17]1=2)[C:10]1[N:11]=[N:12][N:13]([CH3:15])[N:14]=1. The yield is 0.830. (5) The reactants are [NH2:1][CH2:2][CH2:3][NH:4][C:5]([CH:7]1[CH2:12][CH2:11][N:10]([C:13]2[C:18]([Cl:19])=[CH:17][N:16]=[CH:15][C:14]=2[Cl:20])[CH2:9][CH2:8]1)=[O:6].[CH:21]1([CH:27]=O)[CH2:26][CH2:25][CH2:24][CH2:23][CH2:22]1.C([BH3-])#N.[Na+]. The catalyst is CO. The product is [CH:21]1([CH2:27][NH:1][CH2:2][CH2:3][NH:4][C:5]([CH:7]2[CH2:8][CH2:9][N:10]([C:13]3[C:14]([Cl:20])=[CH:15][N:16]=[CH:17][C:18]=3[Cl:19])[CH2:11][CH2:12]2)=[O:6])[CH2:26][CH2:25][CH2:24][CH2:23][CH2:22]1. The yield is 0.230. (6) The reactants are [NH2:1][CH2:2][CH:3]1[CH2:8][CH2:7][N:6]([CH3:9])[CH2:5][CH2:4]1.[CH2:10]([S:12]([C:15]1[CH:16]=[C:17]([C:21]2[C:26]3[C:27]4[CH:33]=[C:32]([CH3:34])[CH:31]=[N:30][C:28]=4[NH:29][C:25]=3[C:24](NCCCN(C)C)=[N:23][CH:22]=2)[CH:18]=[CH:19][CH:20]=1)(=[O:14])=[O:13])[CH3:11]. No catalyst specified. The product is [CH2:10]([S:12]([C:15]1[CH:16]=[C:17]([C:21]2[C:26]3[C:27]4[CH:33]=[C:32]([CH3:34])[CH:31]=[N:30][C:28]=4[NH:29][C:25]=3[C:24]([NH:1][CH2:2][CH:3]3[CH2:8][CH2:7][N:6]([CH3:9])[CH2:5][CH2:4]3)=[N:23][CH:22]=2)[CH:18]=[CH:19][CH:20]=1)(=[O:13])=[O:14])[CH3:11]. The yield is 0.550.